From a dataset of Forward reaction prediction with 1.9M reactions from USPTO patents (1976-2016). Predict the product of the given reaction. (1) Given the reactants Br[C:2]1[CH:11]=[CH:10][C:5]([C:6]([O:8][CH3:9])=[O:7])=[CH:4][N:3]=1.[F-].[Cs+].[F:14][C:15]([F:37])([F:36])[C:16]([N:18]([C@@H:27]1[CH2:29][C@H:28]1[C:30]1[CH:35]=[CH:34][CH:33]=[CH:32][CH:31]=1)[CH2:19][CH2:20][CH:21]1[CH2:26][CH2:25][NH:24][CH2:23][CH2:22]1)=[O:17].FC(F)(F)C([O-])=O, predict the reaction product. The product is: [F:37][C:15]([F:14])([F:36])[C:16]([N:18]([CH2:19][CH2:20][CH:21]1[CH2:26][CH2:25][N:24]([C:2]2[CH:11]=[CH:10][C:5]([C:6]([O:8][CH3:9])=[O:7])=[CH:4][N:3]=2)[CH2:23][CH2:22]1)[C@@H:27]1[CH2:29][C@H:28]1[C:30]1[CH:35]=[CH:34][CH:33]=[CH:32][CH:31]=1)=[O:17]. (2) Given the reactants [F:1][C:2]([F:27])([C:23]([F:26])([F:25])[F:24])[CH2:3][O:4][C:5]1[CH:10]=[CH:9][C:8]([N:11]2[C:16](=[O:17])[C:15]3[CH2:18][C:19](=[O:21])[NH:20][C:14]=3[NH:13][C:12]2=[S:22])=[CH:7][CH:6]=1.I[CH:29]([CH3:31])[CH3:30].C(=O)([O-])O.[Na+].C(O)(=O)CC(CC(O)=O)(C(O)=O)O, predict the reaction product. The product is: [CH3:30][CH:29]([S:22][C:12]1[N:11]([C:8]2[CH:9]=[CH:10][C:5]([O:4][CH2:3][C:2]([F:1])([F:27])[C:23]([F:24])([F:25])[F:26])=[CH:6][CH:7]=2)[C:16](=[O:17])[C:15]2[CH2:18][C:19](=[O:21])[NH:20][C:14]=2[N:13]=1)[CH3:31]. (3) Given the reactants [NH2:1][CH2:2][CH2:3][C:4]1[CH:9]=[CH:8][C:7]([OH:10])=[CH:6][CH:5]=1.[Cl:11][CH2:12][C:13](Cl)=[O:14], predict the reaction product. The product is: [Cl:11][CH2:12][C:13]([NH:1][CH2:2][CH2:3][C:4]1[CH:9]=[CH:8][C:7]([OH:10])=[CH:6][CH:5]=1)=[O:14]. (4) Given the reactants [F:1][C:2]([F:15])([F:14])[C:3](=O)[CH2:4][C:5]([C:7]1[CH:12]=[CH:11][CH:10]=[CH:9][N:8]=1)=O.S(O)(O)(=O)=O.[CH3:21][S:22][C:23](=[NH:25])[NH2:24].[O-]CC.[Na+], predict the reaction product. The product is: [F:1][C:2]([F:15])([F:14])[C:3]1[CH:4]=[C:5]([C:7]2[CH:12]=[CH:11][CH:10]=[CH:9][N:8]=2)[N:25]=[C:23]([S:22][CH3:21])[N:24]=1. (5) Given the reactants [C:1]([C:3]1[CH:26]=[CH:25][C:6]([CH2:7][O:8][C:9]2[CH:17]=[CH:16][C:15]3[N:14]4[CH2:18][CH2:19][CH:20]([CH2:21][C:22]([OH:24])=[O:23])[C:13]4=[CH:12][C:11]=3[CH:10]=2)=[CH:5][C:4]=1[C:27]([F:30])([F:29])[F:28])#[N:2].[Li+].[OH-:32].Cl, predict the reaction product. The product is: [C:1]([C:3]1[CH:26]=[CH:25][C:6]([CH2:7][O:8][C:9]2[CH:17]=[CH:16][C:15]3[N:14]4[CH2:18][CH2:19][CH:20]([CH2:21][C:22]([OH:24])=[O:23])[C:13]4=[CH:12][C:11]=3[CH:10]=2)=[CH:5][C:4]=1[C:27]([F:29])([F:30])[F:28])(=[O:32])[NH2:2]. (6) Given the reactants [OH-].[K+].[Cl:3][C:4]12[C:15]([O:18][CH3:19])([O:16][CH3:17])[C:10]([Cl:20])([C:11]([Cl:14])=[C:12]1[Cl:13])[CH:9]1[CH:5]2[O:6]C(=O)[O:8]1, predict the reaction product. The product is: [Cl:3][C:4]12[C:15]([O:16][CH3:17])([O:18][CH3:19])[C:10]([Cl:20])([C:11]([Cl:14])=[C:12]1[Cl:13])[CH:9]([OH:8])[CH:5]2[OH:6]. (7) Given the reactants [CH2:1]([O:3][C:4]([C:6]1([C:9]2[CH:14]=[CH:13][C:12]([C:15]3[CH:20]=[CH:19][C:18]([C:21]4[O:25][N:24]=[C:23]([CH3:26])[C:22]=4[NH:27][C:28]4[CH:33]=[CH:32][CH:31]=[C:30](Br)[CH:29]=4)=[CH:17][CH:16]=3)=[CH:11][CH:10]=2)[CH2:8][CH2:7]1)=[O:5])[CH3:2].[N:35]1[CH:40]=[CH:39][CH:38]=[C:37](B(O)O)[CH:36]=1, predict the reaction product. The product is: [CH2:1]([O:3][C:4]([C:6]1([C:9]2[CH:14]=[CH:13][C:12]([C:15]3[CH:20]=[CH:19][C:18]([C:21]4[O:25][N:24]=[C:23]([CH3:26])[C:22]=4[NH:27][C:28]4[CH:33]=[CH:32][CH:31]=[C:30]([C:37]5[CH:36]=[N:35][CH:40]=[CH:39][CH:38]=5)[CH:29]=4)=[CH:17][CH:16]=3)=[CH:11][CH:10]=2)[CH2:8][CH2:7]1)=[O:5])[CH3:2].